From a dataset of Reaction yield outcomes from USPTO patents with 853,638 reactions. Predict the reaction yield, written as a fraction of the theoretical maximum amount of product (1.0 means a 100% yield; for example, 0.34 means a 34% yield). (1) The reactants are [NH2:1][C:2]1[C:3]([C:12](=O)[CH2:13][Cl:14])=[CH:4][C:5]2[O:10][CH2:9][CH2:8][O:7][C:6]=2[CH:11]=1.C(N([CH2:21][CH3:22])CC)C.C([CH:25]([C:29](Cl)=[O:30])[C:26](Cl)=[O:27])C.Cl.[OH2:33]. The catalyst is C(#N)C. The product is [CH2:21]([O:33][C:29]([C:25]1[C:26](=[O:27])[NH:1][C:2]2[CH:11]=[C:6]3[O:7][CH2:8][CH2:9][O:10][C:5]3=[CH:4][C:3]=2[C:12]=1[CH2:13][Cl:14])=[O:30])[CH3:22]. The yield is 0.830. (2) The reactants are C(O[C:6](=[O:12])[O:7][C:8]([CH3:11])([CH3:10])[CH3:9])(C)(C)C.S(O)(O)(=O)=O.[CH3:18][S:19][C:20](=[NH:22])[NH2:21].[CH3:18][S:19][C:20](=[NH:22])[NH2:21]. The catalyst is C(Cl)Cl.C([O-])(O)=O.[Na+]. The product is [C:8]([O:7][C:6]([NH:22][C:20](=[N:21][C:6]([O:7][C:8]([CH3:9])([CH3:10])[CH3:11])=[O:12])[S:19][CH3:18])=[O:12])([CH3:11])([CH3:10])[CH3:9]. The yield is 0.900. (3) The reactants are [I:1][C:2]1[CH:3]=[C:4]([OH:11])[C:5](=[CH:9][CH:10]=1)C(O)=O.CC[N:14]([CH2:17]C)CC.C1C=CC(P(N=[N+]=[N-])(C2C=CC=CC=2)=[O:26])=CC=1.CCOCC. The catalyst is C1COCC1. The product is [I:1][C:2]1[CH:10]=[CH:9][C:5]2[NH:14][C:17](=[O:26])[O:11][C:4]=2[CH:3]=1. The yield is 0.370. (4) The reactants are [N+:1]([C:4]1[CH:5]=[C:6]2[C:10](=[CH:11][CH:12]=1)[NH:9][C:8]([CH:13]([CH3:19])[C:14]([O:16][CH2:17][CH3:18])=[O:15])=[CH:7]2)([O-])=O.O.O.[Sn](Cl)(Cl)(Cl)Cl. The catalyst is C(O)C.C(OCC)(=O)C.O.C([O-])(O)=O.[Na+]. The product is [NH2:1][C:4]1[CH:5]=[C:6]2[C:10](=[CH:11][CH:12]=1)[NH:9][C:8]([CH:13]([CH3:19])[C:14]([O:16][CH2:17][CH3:18])=[O:15])=[CH:7]2. The yield is 0.990. (5) The reactants are [CH2:1]([N:5]1[C:9](=[O:10])[C:8](Cl)=[C:7]([C:12]2[CH:17]=[CH:16][CH:15]=[CH:14][CH:13]=2)[S:6]1(=[O:19])=[O:18])[CH2:2][CH2:3][CH3:4].[F:20][CH:21]([F:30])[O:22][C:23]1[CH:29]=[CH:28][C:26]([NH2:27])=[CH:25][CH:24]=1. The catalyst is CC#N. The product is [CH2:1]([N:5]1[C:9](=[O:10])[C:8]([NH:27][C:26]2[CH:28]=[CH:29][C:23]([O:22][CH:21]([F:20])[F:30])=[CH:24][CH:25]=2)=[C:7]([C:12]2[CH:17]=[CH:16][CH:15]=[CH:14][CH:13]=2)[S:6]1(=[O:19])=[O:18])[CH2:2][CH2:3][CH3:4]. The yield is 0.780. (6) The reactants are C([N-]C(C)C)(C)C.[Li+].C[Si]([CH2:13][C:14]([O:16][CH3:17])=[O:15])(C)C.[Si:18]([O:25][C:26]1[C:27]([F:38])=[C:28]([C:32](=O)[CH2:33][CH:34]2[CH2:36][CH2:35]2)[CH:29]=[CH:30][CH:31]=1)([C:21]([CH3:24])([CH3:23])[CH3:22])([CH3:20])[CH3:19]. The catalyst is C1COCC1. The product is [Si:18]([O:25][C:26]1[C:27]([F:38])=[C:28]([C:32]([CH2:33][CH:34]2[CH2:36][CH2:35]2)=[CH:13][C:14]([O:16][CH3:17])=[O:15])[CH:29]=[CH:30][CH:31]=1)([C:21]([CH3:24])([CH3:23])[CH3:22])([CH3:20])[CH3:19]. The yield is 0.810. (7) The reactants are Br[C:2]1[CH:7]=[CH:6][C:5]([C:8]2[C:9]3[C:14](C(C4C=CC=CC=4)=[C:16]4[C:21]=2[CH:20]=[CH:19][CH:18]=[CH:17]4)=[CH:13][CH:12]=[CH:11][CH:10]=3)=[CH:4][CH:3]=1.[CH:28]1[C:44]2[C:36]3[C:37]4[CH:43]=[CH:42][CH:41]=[CH:40][C:38]=4[O:39][C:35]=3[C:34](B(O)O)=[CH:33][C:32]=2[CH:31]=[CH:30][CH:29]=1.[C:48]1([CH3:54])[CH:53]=[CH:52][CH:51]=[CH:50][CH:49]=1.C(=O)([O-])[O-].[Na+].[Na+]. The catalyst is C1C=CC([P]([Pd]([P](C2C=CC=CC=2)(C2C=CC=CC=2)C2C=CC=CC=2)([P](C2C=CC=CC=2)(C2C=CC=CC=2)C2C=CC=CC=2)[P](C2C=CC=CC=2)(C2C=CC=CC=2)C2C=CC=CC=2)(C2C=CC=CC=2)C2C=CC=CC=2)=CC=1.C(O)C. The product is [C:48]1([C:54]2[C:16]3[C:21](=[CH:20][CH:19]=[CH:18][CH:17]=3)[C:8]([C:9]3[CH:14]=[CH:13][C:12]([C:34]4[C:35]5[O:39][C:38]6[CH:40]=[CH:41][CH:42]=[CH:43][C:37]=6[C:36]=5[C:44]5[CH:28]=[CH:29][CH:30]=[CH:31][C:32]=5[CH:33]=4)=[CH:11][CH:10]=3)=[C:5]3[C:6]=2[CH:7]=[CH:2][CH:3]=[CH:4]3)[CH:53]=[CH:52][CH:51]=[CH:50][CH:49]=1. The yield is 0.310.